This data is from Reaction yield outcomes from USPTO patents with 853,638 reactions. The task is: Predict the reaction yield, written as a fraction of the theoretical maximum amount of product (1.0 means a 100% yield; for example, 0.34 means a 34% yield). (1) The reactants are [C:1]([O:5][C:6]([N:8]1[CH2:13][CH2:12][N:11]([C:14]2[CH:19]=[CH:18][C:17]([N+:20]([O-])=O)=[C:16]([CH3:23])[N:15]=2)[CH2:10][CH2:9]1)=[O:7])([CH3:4])([CH3:3])[CH3:2].CO.[H][H]. The catalyst is C1COCC1.[Pd]. The product is [C:1]([O:5][C:6]([N:8]1[CH2:13][CH2:12][N:11]([C:14]2[CH:19]=[CH:18][C:17]([NH2:20])=[C:16]([CH3:23])[N:15]=2)[CH2:10][CH2:9]1)=[O:7])([CH3:4])([CH3:3])[CH3:2]. The yield is 0.990. (2) The reactants are Cl[CH2:2][CH2:3][CH2:4][S:5](Cl)(=[O:7])=[O:6].[NH2:9][C:10]1[CH:40]=[CH:39][C:13]2[N:14]=[C:15]([NH:17][C:18]3[CH:23]=[C:22]([CH2:24][C:25]4[CH:30]=[CH:29][CH:28]=[CH:27][CH:26]=4)[N:21]=[C:20]([NH:31][C@H:32]4[CH2:37][CH2:36][C@H:35]([OH:38])[CH2:34][CH2:33]4)[N:19]=3)[S:16][C:12]=2[CH:11]=1.C(N(C(C)C)CC)(C)C.CC(C)([O-])C.[K+]. The catalyst is CN(C)C1C=CN=CC=1.O1CCCC1.[Cl-].[Na+].O.O. The product is [O:6]=[S:5]1(=[O:7])[CH2:4][CH2:3][CH2:2][N:9]1[C:10]1[CH:40]=[CH:39][C:13]2[N:14]=[C:15]([NH:17][C:18]3[CH:23]=[C:22]([CH2:24][C:25]4[CH:26]=[CH:27][CH:28]=[CH:29][CH:30]=4)[N:21]=[C:20]([NH:31][C@H:32]4[CH2:33][CH2:34][C@H:35]([OH:38])[CH2:36][CH2:37]4)[N:19]=3)[S:16][C:12]=2[CH:11]=1. The yield is 0.140.